Dataset: Forward reaction prediction with 1.9M reactions from USPTO patents (1976-2016). Task: Predict the product of the given reaction. (1) Given the reactants C([O:3][C:4](=[O:44])[C:5]([O:8][C:9]1[CH:14]=[CH:13][C:12]([O:15][CH2:16][CH2:17][C:18]2[N:19]=[C:20]([C:24]3[CH:25]=[C:26]([C:30]4[CH:35]=[CH:34][CH:33]=[CH:32][CH:31]=4)[CH:27]=[CH:28][CH:29]=3)[O:21][C:22]=2[CH3:23])=[CH:11][C:10]=1[CH2:36][CH2:37][C:38]1[CH:43]=[CH:42][CH:41]=[CH:40][CH:39]=1)([CH3:7])[CH3:6])C.[OH-].[Na+], predict the reaction product. The product is: [C:26]1([C:30]2[CH:31]=[CH:32][CH:33]=[CH:34][CH:35]=2)[CH:27]=[CH:28][CH:29]=[C:24]([C:20]2[O:21][C:22]([CH3:23])=[C:18]([CH2:17][CH2:16][O:15][C:12]3[CH:13]=[CH:14][C:9]([O:8][C:5]([CH3:7])([CH3:6])[C:4]([OH:44])=[O:3])=[C:10]([CH2:36][CH2:37][C:38]4[CH:43]=[CH:42][CH:41]=[CH:40][CH:39]=4)[CH:11]=3)[N:19]=2)[CH:25]=1. (2) Given the reactants [CH:1]1([CH2:4][O:5][C:6]2[N:11]=[C:10]([C:12]([OH:14])=O)[CH:9]=[CH:8][C:7]=2[N:15]2[CH2:18][C:17]([F:20])([F:19])[CH2:16]2)[CH2:3][CH2:2]1.[CH2:21]([O:23][C:24](=[O:33])[CH2:25][C:26]1([NH2:32])[CH2:29][S:28](=[O:31])(=[O:30])[CH2:27]1)[CH3:22].CN(C(ON1N=NC2C=CC=CC1=2)=[N+](C)C)C.[B-](F)(F)(F)F.CCN(C(C)C)C(C)C, predict the reaction product. The product is: [CH2:21]([O:23][C:24](=[O:33])[CH2:25][C:26]1([NH:32][C:12]([C:10]2[CH:9]=[CH:8][C:7]([N:15]3[CH2:18][C:17]([F:20])([F:19])[CH2:16]3)=[C:6]([O:5][CH2:4][CH:1]3[CH2:2][CH2:3]3)[N:11]=2)=[O:14])[CH2:29][S:28](=[O:31])(=[O:30])[CH2:27]1)[CH3:22]. (3) Given the reactants [OH-:1].[Na+].[CH3:3][N:4]1[C:8]2=[N:9][CH:10]=[CH:11][CH:12]=[C:7]2[CH:6]=[CH:5]1.[CH3:13]N1C2C(=CC=CC=2)C(C)=C1, predict the reaction product. The product is: [CH3:3][N:4]1[C:8]2=[N:9][CH:10]=[CH:11][CH:12]=[C:7]2[C:6]([CH:13]=[O:1])=[CH:5]1. (4) Given the reactants [Cl:1][C:2]1[CH:26]=[CH:25][C:24](B2OC(C)(C)C(C)(C)O2)=[CH:23][C:3]=1[C:4]([NH:6][C:7]1[N:11]([C:12]2[CH:17]=[CH:16][CH:15]=[CH:14][CH:13]=2)[N:10]=[C:9]([C:18]([O:20][CH2:21][CH3:22])=[O:19])[CH:8]=1)=[O:5].[Cl:36][C:37]1[CH:38]=[CH:39][C:40]([CH2:44][C:45]#[N:46])=[N:41][C:42]=1Cl.C([O-])([O-])=O.[Na+].[Na+], predict the reaction product. The product is: [Cl:1][C:2]1[CH:26]=[CH:25][C:24]([C:42]2[C:37]([Cl:36])=[CH:38][CH:39]=[C:40]([CH2:44][C:45]#[N:46])[N:41]=2)=[CH:23][C:3]=1[C:4]([NH:6][C:7]1[N:11]([C:12]2[CH:13]=[CH:14][CH:15]=[CH:16][CH:17]=2)[N:10]=[C:9]([C:18]([O:20][CH2:21][CH3:22])=[O:19])[CH:8]=1)=[O:5]. (5) The product is: [C:12]([O:15][CH:11]([O:15][C:12](=[O:14])[CH3:13])[C:1]1[CH:2]=[CH:3][C:4]([S:7]([Cl:10])(=[O:9])=[O:8])=[CH:5][CH:6]=1)(=[O:14])[CH3:13]. Given the reactants [C:1]1([CH3:11])[CH:6]=[CH:5][C:4]([S:7]([Cl:10])(=[O:9])=[O:8])=[CH:3][CH:2]=1.[C:12]([OH:15])(=[O:14])[CH3:13].S(=O)(=O)(O)O, predict the reaction product. (6) Given the reactants [CH2:1]([N:4]1[CH2:9][CH2:8][O:7][C:6]2[CH:10]=[C:11]([CH3:50])[C:12]([C:14]3[N:19]4[N:20]=[C:21]([C:23]5[CH:24]=[C:25]([C:29]6[CH:34]=[CH:33][CH:32]=[CH:31][C:30]=6[CH2:35][CH2:36][CH:37]=[CH2:38])[CH:26]=[CH:27][CH:28]=5)[CH:22]=[C:18]4[N:17]=[C:16]([CH3:39])[C:15]=3[C@H:40]([O:45][C:46]([CH3:49])([CH3:48])[CH3:47])[C:41]([O:43][CH3:44])=[O:42])=[CH:13][C:5]1=2)C=C, predict the reaction product. The product is: [C:46]([O:45][C@@H:40]([C:15]1[C:16]([CH3:39])=[N:17][C:18]2=[CH:22][C:21]3=[N:20][N:19]2[C:14]=1[C:12]1[CH:13]=[C:5]2[C:6]([O:7][CH2:8][CH2:9][N:4]2[CH2:1][CH:38]=[CH:37][CH2:36][CH2:35][C:30]2[CH:31]=[CH:32][CH:33]=[CH:34][C:29]=2[C:25]2[CH:24]=[C:23]3[CH:28]=[CH:27][CH:26]=2)=[CH:10][C:11]=1[CH3:50])[C:41]([O:43][CH3:44])=[O:42])([CH3:49])([CH3:48])[CH3:47]. (7) Given the reactants [CH3:1][O:2][C:3]1[CH:8]=[CH:7][C:6]([C:9]2[O:10][C:11]3[C:12](=[C:14]([C:18](O)=[O:19])[CH:15]=[CH:16][CH:17]=3)[N:13]=2)=[C:5]([CH3:21])[CH:4]=1.Cl.C(N=C=NCCCN(C)C)C.ON1C2C=CC=CC=2N=N1.Cl.Cl.[NH2:46][CH:47]1[CH2:54][CH:53]2[N:55]([CH3:56])[CH:49]([CH2:50][CH2:51][CH2:52]2)[CH2:48]1.C(N(CC)CC)C, predict the reaction product. The product is: [CH3:56][N:55]1[CH:49]2[CH2:50][CH2:51][CH2:52][CH:53]1[CH2:54][CH:47]([NH:46][C:18]([C:14]1[CH:15]=[CH:16][CH:17]=[C:11]3[O:10][C:9]([C:6]4[CH:7]=[CH:8][C:3]([O:2][CH3:1])=[CH:4][C:5]=4[CH3:21])=[N:13][C:12]=13)=[O:19])[CH2:48]2. (8) The product is: [C:4]([O:8][C:9]([NH:11][CH2:12][C:13]1[CH:14]=[CH:15][C:16]([NH:19][C:20]2[N:25]=[C:24]([CH2:26][CH2:27][C:28]3[CH:33]=[CH:32][CH:31]=[CH:30][C:29]=3[CH2:34][C:35]([OH:37])=[O:36])[C:23]([C:39]([F:41])([F:42])[F:40])=[CH:22][N:21]=2)=[CH:17][CH:18]=1)=[O:10])([CH3:7])([CH3:5])[CH3:6]. Given the reactants O[Li].O.[C:4]([O:8][C:9]([NH:11][CH2:12][C:13]1[CH:18]=[CH:17][C:16]([NH:19][C:20]2[N:25]=[C:24]([CH2:26][CH2:27][C:28]3[CH:33]=[CH:32][CH:31]=[CH:30][C:29]=3[CH2:34][C:35]([O:37]C)=[O:36])[C:23]([C:39]([F:42])([F:41])[F:40])=[CH:22][N:21]=2)=[CH:15][CH:14]=1)=[O:10])([CH3:7])([CH3:6])[CH3:5], predict the reaction product. (9) Given the reactants [NH2:1][C:2]1[S:3][C:4]2[C:9]([NH:10][C@H:11]([CH2:14][CH:15]([CH3:17])[CH3:16])[CH2:12][OH:13])=[N:8][C:7]([SH:18])=[N:6][C:5]=2[N:19]=1.Cl[C@@H:21]([C:23]1[CH:28]=[CH:27][C:26]([F:29])=[CH:25][N:24]=1)[CH3:22], predict the reaction product. The product is: [NH2:1][C:2]1[S:3][C:4]2[C:9]([NH:10][C@H:11]([CH2:14][CH:15]([CH3:16])[CH3:17])[CH2:12][OH:13])=[N:8][C:7]([S:18][C@H:21]([C:23]3[CH:28]=[CH:27][C:26]([F:29])=[CH:25][N:24]=3)[CH3:22])=[N:6][C:5]=2[N:19]=1.